This data is from Catalyst prediction with 721,799 reactions and 888 catalyst types from USPTO. The task is: Predict which catalyst facilitates the given reaction. (1) Reactant: Cl.Cl.[NH2:3][CH2:4][C:5]1[C:6]([CH2:26][CH:27]([CH3:29])[CH3:28])=[N:7][C:8]([CH3:25])=[C:9]([C:17]=1[C:18]1[CH:23]=[CH:22][C:21]([CH3:24])=[CH:20][CH:19]=1)[C:10]([O:12][CH2:13][C:14]([NH2:16])=[S:15])=[O:11].C(=O)([O-])O.[Na+].Cl[C:36]([O:38][CH2:39][C:40]1[CH:45]=[CH:44][CH:43]=[CH:42][CH:41]=1)=[O:37]. Product: [CH2:39]([O:38][C:36]([NH:3][CH2:4][C:5]1[C:6]([CH2:26][CH:27]([CH3:29])[CH3:28])=[N:7][C:8]([CH3:25])=[C:9]([C:17]=1[C:18]1[CH:19]=[CH:20][C:21]([CH3:24])=[CH:22][CH:23]=1)[C:10]([O:12][CH2:13][C:14]([NH2:16])=[S:15])=[O:11])=[O:37])[C:40]1[CH:45]=[CH:44][CH:43]=[CH:42][CH:41]=1. The catalyst class is: 54. (2) Reactant: [CH3:1][O:2][C:3]([C:5]1[O:9][C:8]2[CH:10]=[CH:11][C:12]([Cl:14])=[CH:13][C:7]=2[C:6]=1[OH:15])=[O:4].[C:33]1(P([C:29]2[CH:34]=[CH:33][CH:32]=CC=2)[C:33]2[CH:32]=CC=[CH:29][CH:34]=2)[CH:32]=CC=[CH:29][CH:34]=1.CCOC(/N=N/C(OCC)=O)=O.C1(CO)CC1. Product: [CH3:1][O:2][C:3]([C:5]1[O:9][C:8]2[CH:10]=[CH:11][C:12]([Cl:14])=[CH:13][C:7]=2[C:6]=1[O:15][CH2:32][CH:33]1[CH2:29][CH2:34]1)=[O:4]. The catalyst class is: 1.